Task: Predict the product of the given reaction.. Dataset: Forward reaction prediction with 1.9M reactions from USPTO patents (1976-2016) (1) Given the reactants [N+:1]([C:4]1[CH:13]=[C:12]2[C:7]([CH2:8][CH2:9][CH2:10][C:11]2=[O:14])=[CH:6][CH:5]=1)([O-:3])=[O:2].[Se](=O)=[O:16], predict the reaction product. The product is: [N+:1]([C:4]1[CH:13]=[C:12]2[C:7]([CH2:8][CH2:9][CH2:10][C:11]2=[O:14])=[CH:6][CH:5]=1)([O-:3])=[O:2].[N+:1]([C:4]1[CH:13]=[C:12]2[C:7]([CH:8]=[CH:9][C:10](=[O:16])[C:11]2=[O:14])=[CH:6][CH:5]=1)([O-:3])=[O:2]. (2) Given the reactants CC1(C)[N:6]([C:7]([O:9][C:10]([CH3:13])([CH3:12])[CH3:11])=[O:8])[C@@H:5]([CH:14]=[CH2:15])[CH2:4][O:3]1.O.C1(C)C=CC(S(O)(=O)=O)=CC=1, predict the reaction product. The product is: [C:10]([O:9][C:7](=[O:8])[NH:6][C@H:5]([CH2:4][OH:3])[CH:14]=[CH2:15])([CH3:13])([CH3:11])[CH3:12]. (3) Given the reactants CC1(C)C(C)(C)OB([C:9]2[CH:18]=[CH:17][C:12]([NH:13][C:14](=[O:16])[CH3:15])=[CH:11][CH:10]=2)O1.Cl.Br[C:22]1[CH:27]=[CH:26][C:25]([C:28]2[C:37]3[C:32](=[CH:33][C:34]([O:43][CH3:44])=[C:35]4[O:40][C:39]([CH3:42])([CH3:41])[CH2:38][C:36]4=3)[CH2:31][C:30]([CH3:46])([CH3:45])[N:29]=2)=[CH:24][CH:23]=1.C(=O)([O-])[O-].[Na+].[Na+], predict the reaction product. The product is: [CH3:44][O:43][C:34]1[CH:33]=[C:32]2[C:37](=[C:36]3[CH2:38][C:39]([CH3:42])([CH3:41])[O:40][C:35]=13)[C:28]([C:25]1[CH:24]=[CH:23][C:22]([C:9]3[CH:10]=[CH:11][C:12]([NH:13][C:14](=[O:16])[CH3:15])=[CH:17][CH:18]=3)=[CH:27][CH:26]=1)=[N:29][C:30]([CH3:46])([CH3:45])[CH2:31]2. (4) Given the reactants Br[C:2]1[C:10]2[C:5](=[CH:6][N:7]=[CH:8][CH:9]=2)[S:4][C:3]=1[C:11]([O:13][CH3:14])=[O:12].[N:15]([O-])=O.[Na+].Br, predict the reaction product. The product is: [CH3:14][O:13][C:11]([C:3]1[S:4][C:5]2=[CH:6][N:7]=[CH:8][CH:9]=[C:10]2[C:2]=1[NH2:15])=[O:12]. (5) Given the reactants [Na].[C:2]([CH2:4][C:5](OCC)=[O:6])#[N:3].[NH2:10][C:11]([NH2:13])=[S:12].S(OC)(O[CH3:18])(=O)=O, predict the reaction product. The product is: [NH2:3][C:2]1[N:13]=[C:11]([S:12][CH3:18])[N:10]=[C:5]([OH:6])[CH:4]=1. (6) Given the reactants C[Si]([N-][Si](C)(C)C)(C)C.[Li+].C1(C)C=CC=CC=1.[Cl:18][C:19]1[C:23]([S:24](=[O:33])(=[O:32])[NH:25][C@H:26]([CH3:31])[C:27]([F:30])([F:29])[F:28])=[C:22]([CH3:34])[N:21]([CH3:35])[C:20]=1[C:36]([O:38]CC)=O.[NH2:41][C:42]1[CH:43]=[CH:44][C:45]([F:50])=[C:46]([CH:49]=1)[C:47]#[N:48], predict the reaction product. The product is: [Cl:18][C:19]1[C:23]([S:24](=[O:33])(=[O:32])[NH:25][C@H:26]([CH3:31])[C:27]([F:30])([F:29])[F:28])=[C:22]([CH3:34])[N:21]([CH3:35])[C:20]=1[C:36]([NH:41][C:42]1[CH:43]=[CH:44][C:45]([F:50])=[C:46]([C:47]#[N:48])[CH:49]=1)=[O:38]. (7) Given the reactants Br[C:2]1[CH:7]=[CH:6][C:5]([S:8]([NH:11][C:12]2[CH:17]=[CH:16][N:15]=[CH:14][N:13]=2)(=[O:10])=[O:9])=[CH:4][CH:3]=1.[CH3:18][C@@H:19]1[CH2:24][NH:23][CH2:22][CH2:21][NH:20]1.O(C(C)(C)C)[Na], predict the reaction product. The product is: [CH3:18][C@H:19]1[NH:20][CH2:21][CH2:22][N:23]([C:2]2[CH:7]=[CH:6][C:5]([S:8]([NH:11][C:12]3[CH:17]=[CH:16][N:15]=[CH:14][N:13]=3)(=[O:10])=[O:9])=[CH:4][CH:3]=2)[CH2:24]1.